From a dataset of Forward reaction prediction with 1.9M reactions from USPTO patents (1976-2016). Predict the product of the given reaction. Given the reactants CI.[C:3]([O-])([O-])=O.[K+].[K+].[I:9][C:10]1[CH:11]=[CH:12][C:13]([O:19][CH3:20])=[C:14]([CH:18]=1)[C:15]([O-:17])=[O:16].C(OCC)(=O)C, predict the reaction product. The product is: [CH3:3][O:16][C:15](=[O:17])[C:14]1[CH:18]=[C:10]([I:9])[CH:11]=[CH:12][C:13]=1[O:19][CH3:20].